The task is: Predict the product of the given reaction.. This data is from Forward reaction prediction with 1.9M reactions from USPTO patents (1976-2016). (1) Given the reactants Cl.[NH2:2][CH:3]([CH2:6][N:7]1[CH2:12][CH2:11][N:10]([CH3:13])[CH2:9][CH2:8]1)[CH2:4][OH:5].[C:14]([N:18]=[C:19]=[S:20])([CH3:17])([CH3:16])[CH3:15], predict the reaction product. The product is: [C:14]([NH:18][C:19]([NH:2][CH:3]([CH2:6][N:7]1[CH2:8][CH2:9][N:10]([CH3:13])[CH2:11][CH2:12]1)[CH2:4][OH:5])=[S:20])([CH3:17])([CH3:16])[CH3:15]. (2) Given the reactants [Cl:1][C:2]1[CH:7]=[C:6](I)[CH:5]=[CH:4][N:3]=1.O.[NH2:10][NH2:11].[OH-].[Na+], predict the reaction product. The product is: [Cl:1][C:2]1[CH:7]=[C:6]([NH:10][NH2:11])[CH:5]=[CH:4][N:3]=1. (3) Given the reactants Br[C:2]1[C:11](=[O:12])[NH:10][C:9]2[N:8]=[C:7]([S:13][CH2:14][C:15]3[CH:20]=[CH:19][CH:18]=[C:17]([F:21])[C:16]=3[F:22])[N:6]=[C:5]([NH:23][C@H:24]([CH3:27])[CH2:25][OH:26])[C:4]=2[N:3]=1.[CH2:28]([NH2:35])[C:29]1[CH:34]=[CH:33][CH:32]=[CH:31][CH:30]=1.C(N(CC)C(C)C)(C)C, predict the reaction product. The product is: [F:22][C:16]1[C:17]([F:21])=[CH:18][CH:19]=[CH:20][C:15]=1[CH2:14][S:13][C:7]1[N:6]=[C:5]([NH:23][C@H:24]([CH3:27])[CH2:25][OH:26])[C:4]2[N:3]=[C:2]([NH:35][CH2:28][C:29]3[CH:34]=[CH:33][CH:32]=[CH:31][CH:30]=3)[C:11](=[O:12])[NH:10][C:9]=2[N:8]=1. (4) Given the reactants [C:1]([O:5][C:6]([N:8]1[CH2:13][CH2:12][CH2:11]/[C:10](=[CH:14]\[C:15](OCC)=[O:16])/[CH2:9]1)=[O:7])([CH3:4])([CH3:3])[CH3:2].[H-].C([Al+]CC(C)C)C(C)C, predict the reaction product. The product is: [C:1]([O:5][C:6]([N:8]1[CH2:13][CH2:12][CH2:11]/[C:10](=[CH:14]\[CH2:15][OH:16])/[CH2:9]1)=[O:7])([CH3:4])([CH3:3])[CH3:2]. (5) Given the reactants [C:1]([O:5][C:6](=[O:17])[CH2:7]/[N:8]=[CH:9]/[CH2:10][C:11]([CH:14]1[CH2:16][CH2:15]1)([CH3:13])[CH3:12])(C)(C)C.[Cl:18][C:19]1[C:20]([F:37])=[C:21](/[CH:25]=[C:26](/[C:29]2[CH:34]=[CH:33][C:32]([Cl:35])=[CH:31][C:30]=2[F:36])\[C:27]#[N:28])[CH:22]=[CH:23][CH:24]=1.C(N(CC)CC)C, predict the reaction product. The product is: [CH3:1][O:5][C:6]([CH:7]1[CH:25]([C:21]2[CH:22]=[CH:23][CH:24]=[C:19]([Cl:18])[C:20]=2[F:37])[C:26]([C:29]2[CH:34]=[CH:33][C:32]([Cl:35])=[CH:31][C:30]=2[F:36])([C:27]#[N:28])[CH:9]([CH2:10][C:11]([CH:14]2[CH2:16][CH2:15]2)([CH3:13])[CH3:12])[NH:8]1)=[O:17]. (6) Given the reactants CCN(C(C)C)C(C)C.C(SC(=O)[CH2:19][CH2:20][C@H:21]([NH:32][C:33]([O:35][C:36]([CH3:39])([CH3:38])[CH3:37])=[O:34])[C:22]([O:24][CH2:25][C:26]1[CH:31]=[CH:30][CH:29]=[CH:28][CH:27]=1)=[O:23])C1C=CC=CC=1.Cl.[NH2:42][C@@H:43]([CH2:49][SH:50])[C:44]([O:46][CH2:47][CH3:48])=[O:45].C(CCP(CCC(O)=O)CCC(O)=O)(O)=[O:52], predict the reaction product. The product is: [C:36]([O:35][C:33]([NH:32][C@@H:21]([CH2:20][C:19]([NH:42][C@@H:43]([CH2:49][SH:50])[C:44]([O:46][CH2:47][CH3:48])=[O:45])=[O:52])[C:22]([O:24][CH2:25][C:26]1[CH:27]=[CH:28][CH:29]=[CH:30][CH:31]=1)=[O:23])=[O:34])([CH3:37])([CH3:38])[CH3:39].